From a dataset of Catalyst prediction with 721,799 reactions and 888 catalyst types from USPTO. Predict which catalyst facilitates the given reaction. (1) Reactant: [CH2:1]([O:8][C:9]1[CH:14]=[CH:13][C:12]([C:15]2[CH:20]=[CH:19][C:18]([N:21]3[CH2:26][CH2:25][C:24](OCC)([O:27]CC)[CH2:23][CH2:22]3)=[CH:17][CH:16]=2)=[CH:11][CH:10]=1)[C:2]1[CH:7]=[CH:6][CH:5]=[CH:4][CH:3]=1.Cl.[OH-].[Na+]. Product: [CH2:1]([O:8][C:9]1[CH:14]=[CH:13][C:12]([C:15]2[CH:20]=[CH:19][C:18]([N:21]3[CH2:26][CH2:25][C:24](=[O:27])[CH2:23][CH2:22]3)=[CH:17][CH:16]=2)=[CH:11][CH:10]=1)[C:2]1[CH:3]=[CH:4][CH:5]=[CH:6][CH:7]=1. The catalyst class is: 21. (2) Reactant: [O:1]=[C:2]1[CH:11]=[CH:10][C:9]2[CH2:8][CH2:7][C:6](=[O:12])[N:5]3[CH2:13][CH:14]([CH2:15][N:16]4[CH2:21][CH2:20][CH:19]([NH:22][C:23](=[O:29])[O:24][C:25]([CH3:28])([CH3:27])[CH3:26])[CH2:18][CH2:17]4)[N:3]1[C:4]=23.C(C1C(=O)C(Cl)=C(Cl)C(=O)C=1C#N)#N.C(=O)([O-])[O-].[K+].[K+]. Product: [O:12]=[C:6]1[CH:7]=[CH:8][C:9]2[CH:10]=[CH:11][C:2](=[O:1])[N:3]3[CH:14]([CH2:15][N:16]4[CH2:17][CH2:18][CH:19]([NH:22][C:23](=[O:29])[O:24][C:25]([CH3:27])([CH3:26])[CH3:28])[CH2:20][CH2:21]4)[CH2:13][N:5]1[C:4]=23. The catalyst class is: 12. (3) Reactant: [C:1]([C:4]1[C:9]([C:10]2[CH:15]=[CH:14][CH:13]=[C:12]([F:16])[CH:11]=2)=[C:8]([N:17]2[CH2:21][CH2:20][O:19][C:18]2=[O:22])[C:7]([CH3:23])=[C:6]([Cl:24])[CH:5]=1)(=O)[CH3:2].C([O-])(=O)C.[NH4+].C([BH3-])#[N:31].[Na+]. Product: [NH2:31][CH:1]([C:4]1[C:9]([C:10]2[CH:15]=[CH:14][CH:13]=[C:12]([F:16])[CH:11]=2)=[C:8]([N:17]2[CH2:21][CH2:20][O:19][C:18]2=[O:22])[C:7]([CH3:23])=[C:6]([Cl:24])[CH:5]=1)[CH3:2]. The catalyst class is: 449.